This data is from Forward reaction prediction with 1.9M reactions from USPTO patents (1976-2016). The task is: Predict the product of the given reaction. (1) Given the reactants Br[CH2:2][C:3]([C:5]1[C:6](=[O:16])[O:7][C:8]2[C:13]([CH:14]=1)=[CH:12][CH:11]=[C:10]([F:15])[CH:9]=2)=O.[F:17][C:18]1[C:19]([NH2:25])=[N:20][CH:21]=[C:22]([CH3:24])[CH:23]=1, predict the reaction product. The product is: [F:15][C:10]1[CH:9]=[C:8]2[C:13]([CH:14]=[C:5]([C:3]3[N:25]=[C:19]4[C:18]([F:17])=[CH:23][C:22]([CH3:24])=[CH:21][N:20]4[CH:2]=3)[C:6](=[O:16])[O:7]2)=[CH:12][CH:11]=1. (2) Given the reactants [NH2:1][CH2:2][C:3]1[CH:8]=[CH:7][C:6]([N:9]2[C:13]([NH:14][C:15]([NH:17][C:18]3[CH:23]=[CH:22][C:21]([O:24][C:25]4[CH:30]=[CH:29][N:28]=[CH:27][CH:26]=4)=[CH:20][CH:19]=3)=[O:16])=[CH:12][C:11]([C:31]([CH3:34])([CH3:33])[CH3:32])=[N:10]2)=[CH:5][CH:4]=1.C(N(CC)C(C)C)(C)C.[CH3:44][O:45][CH2:46][CH2:47]C(Cl)=O.C1C[O:54]CC1, predict the reaction product. The product is: [C:31]([C:11]1[CH:12]=[C:13]([NH:14][C:15]([NH:17][C:18]2[CH:23]=[CH:22][C:21]([O:24][C:25]3[CH:26]=[CH:27][N:28]=[CH:29][CH:30]=3)=[CH:20][CH:19]=2)=[O:16])[N:9]([C:6]2[CH:7]=[CH:8][C:3]([CH2:2][NH:1][C:47](=[O:54])[CH2:46][O:45][CH3:44])=[CH:4][CH:5]=2)[N:10]=1)([CH3:34])([CH3:33])[CH3:32]. (3) Given the reactants [C:1]1([C@@H:7]2[CH2:9][C@H:8]2[NH:10][CH2:11][CH2:12][CH:13]2[CH2:18][CH2:17][N:16]([C:19]([O:21][C:22]([CH3:25])([CH3:24])[CH3:23])=[O:20])[CH2:15][CH2:14]2)[CH:6]=[CH:5][CH:4]=[CH:3][CH:2]=1.C(N(CC)CC)C.[F:33][C:34]([F:45])([F:44])[C:35](O[C:35](=[O:36])[C:34]([F:45])([F:44])[F:33])=[O:36], predict the reaction product. The product is: [F:33][C:34]([F:45])([F:44])[C:35]([N:10]([CH2:11][CH2:12][CH:13]1[CH2:18][CH2:17][N:16]([C:19]([O:21][C:22]([CH3:25])([CH3:24])[CH3:23])=[O:20])[CH2:15][CH2:14]1)[C@@H:8]1[CH2:9][C@H:7]1[C:1]1[CH:6]=[CH:5][CH:4]=[CH:3][CH:2]=1)=[O:36]. (4) Given the reactants [OH:1][CH2:2][C:3]1[CH:4]=[C:5]([OH:9])[CH:6]=[CH:7][CH:8]=1.Cl[C:11]1[CH:16]=[CH:15][C:14]([C:17]([F:20])([F:19])[F:18])=[CH:13][N:12]=1.C(=O)([O-])[O-].[K+].[K+], predict the reaction product. The product is: [F:18][C:17]([F:20])([F:19])[C:14]1[CH:15]=[CH:16][C:11]([O:9][C:5]2[CH:4]=[C:3]([CH2:2][OH:1])[CH:8]=[CH:7][CH:6]=2)=[N:12][CH:13]=1. (5) Given the reactants [CH3:1][O:2][C:3](=[O:33])[C@H:4]([CH2:13][C:14]1[CH:19]=[CH:18][C:17]([N:20]2[C:28](=[O:29])[C:27]3[C:22](=[CH:23][CH:24]=[C:25]([C:30]#[N:31])[CH:26]=3)[C:21]2=[O:32])=[CH:16][CH:15]=1)[NH:5]C(OC(C)(C)C)=O.[F:34][C:35]([F:40])([F:39])[C:36]([OH:38])=[O:37], predict the reaction product. The product is: [OH:38][C:36]([C:35]([F:40])([F:39])[F:34])=[O:37].[CH3:1][O:2][C:3](=[O:33])[C@H:4]([CH2:13][C:14]1[CH:15]=[CH:16][C:17]([N:20]2[C:28](=[O:29])[C:27]3[C:22](=[CH:23][CH:24]=[C:25]([C:30]#[N:31])[CH:26]=3)[C:21]2=[O:32])=[CH:18][CH:19]=1)[NH2:5]. (6) Given the reactants [CH2:1]([NH2:8])C1C=CC=CC=1.Cl.CN.[C:12]([C:15]1[S:19][C:18]([N:20]2[CH2:24][CH2:23][N:22]([CH2:25][C:26]3[CH:27]=[C:28]([CH:32]=[CH:33][CH:34]=3)[C:29]([OH:31])=O)[C:21]2=[O:35])=[N:17][C:16]=1[CH3:36])(=[O:14])[CH3:13], predict the reaction product. The product is: [C:12]([C:15]1[S:19][C:18]([N:20]2[CH2:24][CH2:23][N:22]([CH2:25][C:26]3[CH:27]=[C:28]([CH:32]=[CH:33][CH:34]=3)[C:29]([NH:8][CH3:1])=[O:31])[C:21]2=[O:35])=[N:17][C:16]=1[CH3:36])(=[O:14])[CH3:13].